From a dataset of Catalyst prediction with 721,799 reactions and 888 catalyst types from USPTO. Predict which catalyst facilitates the given reaction. (1) Reactant: [Cl:1][C:2]1[C:11]([O:12][CH3:13])=[CH:10][C:5]([C:6]([O:8][CH3:9])=[O:7])=[CH:4][C:3]=1/[CH:14]=[CH:15]/[C:16]1[CH:17]=[N:18][C:19](Cl)=[N:20][CH:21]=1.[CH3:23][C@@H:24]1[NH:29][C@H:28]([CH3:30])[CH2:27][N:26]([C:31]2[CH:37]=[CH:36][C:34]([NH2:35])=[CH:33][CH:32]=2)[CH2:25]1.C(O)(C(F)(F)F)=O. Product: [Cl:1][C:2]1[C:11]([O:12][CH3:13])=[CH:10][C:5]([C:6]([O:8][CH3:9])=[O:7])=[CH:4][C:3]=1/[CH:14]=[CH:15]/[C:16]1[CH:17]=[N:18][C:19]([NH:35][C:34]2[CH:33]=[CH:32][C:31]([N:26]3[CH2:25][C@@H:24]([CH3:23])[NH:29][C@@H:28]([CH3:30])[CH2:27]3)=[CH:37][CH:36]=2)=[N:20][CH:21]=1. The catalyst class is: 41. (2) Reactant: [CH:1]1([C:4]([CH:9]2[CH2:11][CH2:10]2)([OH:8])[CH2:5][CH:6]=C)[CH2:3][CH2:2]1.N1C(C)=CC=CC=1C.I([O-])(=O)(=O)=[O:21].[Na+].C([O-])(O)=O.[Na+]. Product: [CH:1]1([C:4]([CH:9]2[CH2:11][CH2:10]2)([OH:8])[CH2:5][CH:6]=[O:21])[CH2:3][CH2:2]1. The catalyst class is: 785. (3) Reactant: [N+:1]([C:4]1[CH:5]=[C:6]([CH:12]=[CH:13][CH:14]=1)[CH2:7][CH2:8][C:9]([OH:11])=[O:10])([O-])=O. Product: [NH2:1][C:4]1[CH:5]=[C:6]([CH:12]=[CH:13][CH:14]=1)[CH2:7][CH2:8][C:9]([OH:11])=[O:10]. The catalyst class is: 78. (4) Reactant: [NH2:1][CH:2]1[CH2:7][CH2:6][CH2:5][CH2:4][CH:3]1[NH:8][C:9]1[CH:14]=[C:13]([C:15]2[CH:20]=[CH:19][CH:18]=[C:17]([CH3:21])[C:16]=2[CH3:22])[N:12]=[C:11]([NH2:23])[N:10]=1.C(=O)(OC(C)(C)C)[O:25][C:26]([O:28][C:29]([CH3:32])([CH3:31])[CH3:30])=O.CCN(CC)CC. Product: [NH2:23][C:11]1[N:10]=[C:9]([NH:8][CH:3]2[CH2:4][CH2:5][CH2:6][CH2:7][CH:2]2[NH:1][C:26](=[O:25])[O:28][C:29]([CH3:32])([CH3:31])[CH3:30])[CH:14]=[C:13]([C:15]2[CH:20]=[CH:19][CH:18]=[C:17]([CH3:21])[C:16]=2[CH3:22])[N:12]=1. The catalyst class is: 1. (5) Reactant: [NH:1]1[C:9]2[CH:8]=[CH:7][N:6]=[CH:5][C:4]=2[CH:3]=[C:2]1[C:10]([NH:12][CH2:13][CH:14]1[C:16]2([N:21](C(OC(C)(C)C)=O)[CH2:20][CH2:19][CH2:18][CH2:17]2)[CH2:15]1)=[O:11].[C:29]([OH:35])([C:31]([F:34])([F:33])[F:32])=[O:30]. Product: [F:32][C:31]([F:34])([F:33])[C:29]([OH:35])=[O:30].[CH2:15]1[C:16]2([NH:21][CH2:20][CH2:19][CH2:18][CH2:17]2)[CH:14]1[CH2:13][NH:12][C:10]([C:2]1[NH:1][C:9]2[CH:8]=[CH:7][N:6]=[CH:5][C:4]=2[CH:3]=1)=[O:11]. The catalyst class is: 4. (6) Reactant: [Br:1][C:2]1[CH:3]=[C:4]([S:8](Cl)(=[O:10])=[O:9])[CH:5]=[CH:6][CH:7]=1.[NH2:12][C:13]1[CH:18]=[CH:17][CH:16]=[CH:15][CH:14]=1.C(=O)([O-])[O-].[Na+].[Na+]. Product: [Br:1][C:2]1[CH:3]=[C:4]([S:8]([NH:12][C:13]2[CH:18]=[CH:17][CH:16]=[CH:15][CH:14]=2)(=[O:10])=[O:9])[CH:5]=[CH:6][CH:7]=1. The catalyst class is: 47. (7) Reactant: [H-].[Na+].[Br:3][C:4]1[CH:5]=[C:6]2[C:10](=[N:11][CH:12]=1)[NH:9][CH:8]=[CH:7]2.[CH:13]([Si:16](Cl)([CH:20]([CH3:22])[CH3:21])[CH:17]([CH3:19])[CH3:18])([CH3:15])[CH3:14]. Product: [Br:3][C:4]1[CH:5]=[C:6]2[CH:7]=[CH:8][N:9]([Si:16]([CH:20]([CH3:22])[CH3:21])([CH:17]([CH3:19])[CH3:18])[CH:13]([CH3:15])[CH3:14])[C:10]2=[N:11][CH:12]=1. The catalyst class is: 1. (8) Reactant: F[C:2]1[CH:9]=[C:8]([C:10]2[CH:15]=[C:14]([N:16]3[CH2:21][CH2:20][O:19][CH2:18][C@H:17]3[CH:22]([CH3:24])[CH3:23])[N:13]=[C:12]([NH:25][CH3:26])[N:11]=2)[CH:7]=[C:6]([S:27][CH3:28])[C:3]=1[C:4]#[N:5].O.[NH2:30][NH2:31]. Product: [CH3:26][NH:25][C:12]1[N:11]=[C:10]([C:8]2[CH:9]=[C:2]3[C:3]([C:4]([NH2:5])=[N:30][NH:31]3)=[C:6]([S:27][CH3:28])[CH:7]=2)[CH:15]=[C:14]([N:16]2[CH2:21][CH2:20][O:19][CH2:18][C@H:17]2[CH:22]([CH3:23])[CH3:24])[N:13]=1. The catalyst class is: 8. (9) Reactant: C[O:2][C:3]1[CH:20]=[CH:19][C:6]2=[N:7][N:8]([C:10]3[CH:15]=[CH:14][C:13]([N:16]([CH3:18])[CH3:17])=[CH:12][CH:11]=3)[N:9]=[C:5]2[CH:4]=1.B(Br)(Br)Br.C([O-])([O-])=O.[Na+].[Na+]. Product: [OH:2][C:3]1[CH:20]=[CH:19][C:6]2=[N:7][N:8]([C:10]3[CH:11]=[CH:12][C:13]([N:16]([CH3:17])[CH3:18])=[CH:14][CH:15]=3)[N:9]=[C:5]2[CH:4]=1. The catalyst class is: 2.